This data is from Forward reaction prediction with 1.9M reactions from USPTO patents (1976-2016). The task is: Predict the product of the given reaction. (1) Given the reactants [NH2:1][C:2]1[CH:7]=[CH:6][C:5]([OH:8])=[C:4]([Cl:9])[CH:3]=1.[CH3:10][C:11]([CH3:13])=O, predict the reaction product. The product is: [Cl:9][C:4]1[CH:3]=[C:2]([N:1]=[C:11]([CH3:13])[CH3:10])[CH:7]=[CH:6][C:5]=1[OH:8]. (2) Given the reactants [OH:1][C:2]1[CH:7]=[CH:6][C:5]([S:8][CH2:9][CH2:10][CH2:11][C:12]([N:14]([CH2:16][C:17]2[CH:22]=[CH:21][CH:20]=[CH:19][C:18]=2[O:23][CH3:24])[CH3:15])=O)=[CH:4][CH:3]=1.COC1C=CC(P2(SP(C3C=CC(OC)=CC=3)(=S)S2)=[S:34])=CC=1, predict the reaction product. The product is: [OH:1][C:2]1[CH:7]=[CH:6][C:5]([S:8][CH2:9][CH2:10][CH2:11][C:12](=[S:34])[N:14]([CH2:16][C:17]2[CH:22]=[CH:21][CH:20]=[CH:19][C:18]=2[O:23][CH3:24])[CH3:15])=[CH:4][CH:3]=1. (3) Given the reactants [CH2:1]([O:8][CH:9]([CH2:13][CH2:14][CH:15]=[CH2:16])[CH2:10]C=C)[C:2]1[CH:7]=[CH:6][CH:5]=[CH:4][CH:3]=1.CCCCCCCCCCCCCCCC.BrC1CCCCC1Br, predict the reaction product. The product is: [CH2:1]([O:8][CH:9]1[CH2:13][CH2:14][CH:15]=[CH:16][CH2:10]1)[C:2]1[CH:3]=[CH:4][CH:5]=[CH:6][CH:7]=1. (4) Given the reactants [CH:1]1([C:5]2[C:15]3[O:14][CH2:13][CH2:12][N:11](C(OC(C)(C)C)=O)[CH2:10][C:9]=3[CH:8]=[CH:7][CH:6]=2)[CH2:4][CH2:3][CH2:2]1.C(OCC)(=O)C.[ClH:29], predict the reaction product. The product is: [ClH:29].[CH:1]1([C:5]2[C:15]3[O:14][CH2:13][CH2:12][NH:11][CH2:10][C:9]=3[CH:8]=[CH:7][CH:6]=2)[CH2:2][CH2:3][CH2:4]1. (5) The product is: [Br:2][C:3]1[C:8]([CH3:9])=[CH:7][C:6]([O:10][C:13]2[CH:18]=[CH:17][CH:16]=[C:15]([CH3:19])[N:14]=2)=[CH:5][C:4]=1[CH3:11]. Given the reactants [Na].[Br:2][C:3]1[C:8]([CH3:9])=[CH:7][C:6]([OH:10])=[CH:5][C:4]=1[CH3:11].Br[C:13]1[CH:18]=[CH:17][CH:16]=[C:15]([CH3:19])[N:14]=1, predict the reaction product. (6) Given the reactants [CH3:1][C:2]12[CH2:12][C:6]3([C:13]4[CH:18]=[C:17]([C:19]#[C:20][Si](C)(C)C)[CH:16]=[C:15]([C:25]#[C:26][Si](C)(C)C)[CH:14]=4)[CH2:7][C:8]([CH3:11])([CH2:10][C:4]([C:31]45[CH2:58][C:35]6([CH3:59])[CH2:36][C:37]([C:40]7[CH:45]=[C:44]([C:46]#[C:47][Si](C)(C)C)[CH:43]=[C:42]([C:52]#[C:53][Si](C)(C)C)[CH:41]=7)([CH2:39][C:33]([CH3:60])([CH2:34]6)[CH2:32]4)[CH2:38]5)([CH2:5]3)[CH2:3]1)[CH2:9]2.C(=O)([O-])[O-].[K+].[K+].O1CCCC1.Cl, predict the reaction product. The product is: [CH3:60][C:33]12[CH2:39][C:37]3([C:40]4[CH:45]=[C:44]([C:46]#[CH:47])[CH:43]=[C:42]([C:52]#[CH:53])[CH:41]=4)[CH2:36][C:35]([CH3:59])([CH2:58][C:31]([C:4]45[CH2:10][C:8]6([CH3:11])[CH2:7][C:6]([C:13]7[CH:18]=[C:17]([C:19]#[CH:20])[CH:16]=[C:15]([C:25]#[CH:26])[CH:14]=7)([CH2:12][C:2]([CH3:1])([CH2:9]6)[CH2:3]4)[CH2:5]5)([CH2:38]3)[CH2:32]1)[CH2:34]2. (7) Given the reactants [CH3:1][O:2][C:3]1[CH:4]=[C:5]([C:11]([C:13]2[CH:18]=[C:17]([O:19][CH3:20])[C:16]([O:21][CH3:22])=[C:15]([O:23][CH3:24])[CH:14]=2)=O)[CH:6]=[CH:7][C:8]=1[O:9][CH3:10].C(OP([CH2:33][C:34]#[N:35])(=O)OCC)C.C[Si]([N-][Si](C)(C)C)(C)C.[K+].COC1C=C(C(C2C=CC=C(OC)C=2)=CC#N)C=C(OC)C=1, predict the reaction product. The product is: [CH3:1][O:2][C:3]1[CH:4]=[C:5]([C:11]([C:13]2[CH:18]=[C:17]([O:19][CH3:20])[C:16]([O:21][CH3:22])=[C:15]([O:23][CH3:24])[CH:14]=2)=[CH:33][C:34]#[N:35])[CH:6]=[CH:7][C:8]=1[O:9][CH3:10]. (8) Given the reactants [F:1][C@H:2]([C:4]1[S:8][C:7]2=[N:9][C:10]([C:12]3[O:13][C:14]4[C:15](=[C:17]([OH:23])[CH:18]=[C:19]([O:21][CH3:22])[CH:20]=4)[CH:16]=3)=[CH:11][N:6]2[N:5]=1)[CH3:3].O[CH2:25][C:26]1[N:27]=[C:28]([C:32]2([OH:38])[CH2:37][CH2:36][O:35][CH2:34][CH2:33]2)[S:29][C:30]=1[CH3:31].C(P(CCCC)CCCC)CCC.N(C(N1CCCCC1)=O)=NC(N1CCCCC1)=O, predict the reaction product. The product is: [F:1][C@H:2]([C:4]1[S:8][C:7]2=[N:9][C:10]([C:12]3[O:13][C:14]4[CH:20]=[C:19]([O:21][CH3:22])[CH:18]=[C:17]([O:23][CH2:25][C:26]5[N:27]=[C:28]([C:32]6([OH:38])[CH2:37][CH2:36][O:35][CH2:34][CH2:33]6)[S:29][C:30]=5[CH3:31])[C:15]=4[CH:16]=3)=[CH:11][N:6]2[N:5]=1)[CH3:3].